This data is from Catalyst prediction with 721,799 reactions and 888 catalyst types from USPTO. The task is: Predict which catalyst facilitates the given reaction. (1) Reactant: [Cl:1][C:2]1[CH:7]=[CH:6][CH:5]=[CH:4][C:3]=1[CH:8]([N:18]([C:34]1[CH:39]=[CH:38][CH:37]=[C:36]([F:40])[CH:35]=1)[C:19]([C@@H:21]1[CH2:25][N:24]([C:26]([O:28][C:29]([CH3:32])([CH3:31])[CH3:30])=[O:27])[C:23](=[O:33])[NH:22]1)=[O:20])[C:9]([NH:11][CH:12]1[CH2:15][C:14]([F:17])([F:16])[CH2:13]1)=[O:10].Br[C:42]1[CH:43]=[C:44]([CH:47]=[CH:48][N:49]=1)[C:45]#[N:46].C([O-])([O-])=O.[Cs+].[Cs+]. Product: [Cl:1][C:2]1[CH:7]=[CH:6][CH:5]=[CH:4][C:3]=1[CH:8]([N:18]([C:34]1[CH:39]=[CH:38][CH:37]=[C:36]([F:40])[CH:35]=1)[C:19]([C@@H:21]1[CH2:25][N:24]([C:26]([O:28][C:29]([CH3:32])([CH3:31])[CH3:30])=[O:27])[C:23](=[O:33])[N:22]1[C:42]1[CH:43]=[C:44]([C:45]#[N:46])[CH:47]=[CH:48][N:49]=1)=[O:20])[C:9]([NH:11][CH:12]1[CH2:13][C:14]([F:17])([F:16])[CH2:15]1)=[O:10]. The catalyst class is: 102. (2) Reactant: [Cl:1][C:2]1[CH:7]=[CH:6][CH:5]=[CH:4][C:3]=1[C:8]1[CH:13]=[C:12]([O:14][CH3:15])[C:11]([C:16]([OH:18])=O)=[CH:10][C:9]=1[Cl:19].S(Cl)(Cl)=[O:21].[CH:24]1[CH:25]=[CH:26][N:27]2[CH2:33][C:32]3[CH:34]=[CH:35][CH:36]=[CH:37][C:31]=3[NH:30][CH2:29][C:28]=12.C(N(CC)CC)C.[O:45]1[CH2:49]CCC1. Product: [Cl:1][C:2]1[CH:7]=[CH:6][CH:5]=[CH:4][C:3]=1[C:8]1[C:9]([Cl:19])=[CH:10][C:11]([C:16]([N:30]2[C:31]3[CH:37]=[CH:36][CH:35]=[CH:34][C:32]=3[CH2:33][N:27]3[C:26]([C:49]([OH:45])=[O:21])=[CH:25][CH:24]=[C:28]3[CH2:29]2)=[O:18])=[C:12]([O:14][CH3:15])[CH:13]=1. The catalyst class is: 120. (3) The catalyst class is: 2. Product: [Cl:19][CH2:16][CH:15]=[C:2]1[CH2:7][CH2:6][N:5]([C:8]([O:10][C:11]([CH3:14])([CH3:13])[CH3:12])=[O:9])[CH2:4][CH2:3]1. Reactant: O[C:2]1([CH:15]=[CH2:16])[CH2:7][CH2:6][N:5]([C:8]([O:10][C:11]([CH3:14])([CH3:13])[CH3:12])=[O:9])[CH2:4][CH2:3]1.S(Cl)([Cl:19])=O. (4) Reactant: Cl.[N+:2]([C:5]1[CH:13]=[CH:12][C:8]([CH2:9][CH2:10][NH2:11])=[CH:7][CH:6]=1)([O-:4])=[O:3].OC1C2N=NNC=2C=CC=1.Cl.CN(C)CCCN=C=NCC.[CH3:36][O:37][C:38]1[CH:46]=[C:42]([C:43](O)=[O:44])[C:41]([OH:47])=[CH:40][CH:39]=1. Product: [OH:47][C:41]1[CH:40]=[CH:39][C:38]([O:37][CH3:36])=[CH:46][C:42]=1[C:43]([NH:11][CH2:10][CH2:9][C:8]1[CH:7]=[CH:6][C:5]([N+:2]([O-:4])=[O:3])=[CH:13][CH:12]=1)=[O:44]. The catalyst class is: 884. (5) Reactant: [N:1]([CH2:4][CH2:5][CH2:6][C:7]1([C:31]2[CH:36]=[CH:35][CH:34]=[CH:33][CH:32]=2)[N:11]([C:12]([NH:14]C(=O)C2C=CC=CC=2)=[S:13])[N:10]=[C:9]([C:23]2[CH:28]=[C:27]([F:29])[CH:26]=[CH:25][C:24]=2[F:30])[S:8]1)=[N+:2]=[N-:3].NN. Product: [N:1]([CH2:4][CH2:5][CH2:6][C:7]1([C:31]2[CH:36]=[CH:35][CH:34]=[CH:33][CH:32]=2)[N:11]([C:12](=[S:13])[NH2:14])[N:10]=[C:9]([C:23]2[CH:28]=[C:27]([F:29])[CH:26]=[CH:25][C:24]=2[F:30])[S:8]1)=[N+:2]=[N-:3]. The catalyst class is: 1. (6) Reactant: F[C:2]1[CH:7]=[CH:6][C:5]([N+]([O-])=O)=[C:4](F)[C:3]=1F.[CH:13]12[O:18][CH:17]1[CH2:16][NH:15][CH2:14]2.CCN(C(C)C)C(C)C.C[CH2:29][O:30][C:31](C)=[O:32]. The catalyst class is: 3. Product: [CH2:29]([O:30][C:31]([N:15]1[CH2:16][CH:17]2[CH:13]([O:18]2)[CH2:14]1)=[O:32])[C:2]1[CH:7]=[CH:6][CH:5]=[CH:4][CH:3]=1. (7) Reactant: [OH:1][N:2]=[C:3]1[CH2:12][CH2:11][CH2:10][C:9]2[N:8]=[C:7]([C:13]3[CH:18]=[CH:17][C:16]([C:19]4([NH:23]C(=O)OC(C)(C)C)[CH2:22][CH2:21][CH2:20]4)=[CH:15][CH:14]=3)[C:6]([C:31]3[CH:36]=[CH:35][CH:34]=[CH:33][CH:32]=3)=[CH:5][C:4]1=2. Product: [NH2:23][C:19]1([C:16]2[CH:15]=[CH:14][C:13]([C:7]3[C:6]([C:31]4[CH:36]=[CH:35][CH:34]=[CH:33][CH:32]=4)=[CH:5][C:4]4[C:3](=[N:2][OH:1])[CH2:12][CH2:11][CH2:10][C:9]=4[N:8]=3)=[CH:18][CH:17]=2)[CH2:22][CH2:21][CH2:20]1. The catalyst class is: 67. (8) Reactant: [Cl:1][C:2]1[CH:10]=[C:9]([N+:11]([O-])=O)[CH:8]=[CH:7][C:3]=1[C:4]([OH:6])=[O:5].[H][H].CC(C)=O. Product: [NH2:11][C:9]1[CH:8]=[CH:7][C:3]([C:4]([OH:6])=[O:5])=[C:2]([Cl:1])[CH:10]=1. The catalyst class is: 178.